This data is from Forward reaction prediction with 1.9M reactions from USPTO patents (1976-2016). The task is: Predict the product of the given reaction. (1) Given the reactants [O:1]1[C:6]2[CH:7]=[CH:8][C:9]([CH2:11][CH2:12][N:13]3[CH2:18][CH2:17][N:16]([CH2:19][CH2:20][N:21]4[C:30]5[C:25](=[CH:26][CH:27]=[C:28]([O:31][CH3:32])[CH:29]=5)[C:24]([CH3:33])=[CH:23][C:22]4=[O:34])[CH2:15][CH:14]3[C:35]([O:37]CC)=[O:36])=[CH:10][C:5]=2[O:4][CH2:3][CH2:2]1.[OH-].[Na+], predict the reaction product. The product is: [O:1]1[C:6]2[CH:7]=[CH:8][C:9]([CH2:11][CH2:12][N:13]3[CH2:18][CH2:17][N:16]([CH2:19][CH2:20][N:21]4[C:30]5[C:25](=[CH:26][CH:27]=[C:28]([O:31][CH3:32])[CH:29]=5)[C:24]([CH3:33])=[CH:23][C:22]4=[O:34])[CH2:15][CH:14]3[C:35]([OH:37])=[O:36])=[CH:10][C:5]=2[O:4][CH2:3][CH2:2]1. (2) Given the reactants [Si:1]([O:18][CH:19]1[CH2:22][N:21]([C:23]2[S:24][CH:25]=[C:26]([CH2:28]O)[N:27]=2)[CH2:20]1)([C:14]([CH3:17])([CH3:16])[CH3:15])([C:8]1[CH:13]=[CH:12][CH:11]=[CH:10][CH:9]=1)[C:2]1[CH:7]=[CH:6][CH:5]=[CH:4][CH:3]=1.C1(P([N:44]=[N+:45]=[N-:46])(C2C=CC=CC=2)=O)C=CC=CC=1.C1(P(C2C=CC=CC=2)C2C=CC=CC=2)C=CC=CC=1.CCOC(/N=N/C(OCC)=O)=O.C1(C)C=CC=CC=1, predict the reaction product. The product is: [N:44]([CH2:28][C:26]1[N:27]=[C:23]([N:21]2[CH2:22][CH:19]([O:18][Si:1]([C:14]([CH3:17])([CH3:16])[CH3:15])([C:8]3[CH:9]=[CH:10][CH:11]=[CH:12][CH:13]=3)[C:2]3[CH:7]=[CH:6][CH:5]=[CH:4][CH:3]=3)[CH2:20]2)[S:24][CH:25]=1)=[N+:45]=[N-:46]. (3) Given the reactants Cl.[CH2:2]([NH2:4])[CH3:3].C(=O)([O-])[O-].[K+].[K+].I[CH2:12][CH2:13][CH2:14][O:15][C:16]1[CH:21]=[CH:20][C:19]([C:22]2[CH:27]=[CH:26][C:25]([C:28]([O:30][CH2:31][CH3:32])=[O:29])=[CH:24][CH:23]=2)=[CH:18][C:17]=1[C:33]1[CH:42]=[CH:41][C:40]2[C:39]([CH3:44])([CH3:43])[CH2:38][CH2:37][C:36]([CH3:46])([CH3:45])[C:35]=2[CH:34]=1, predict the reaction product. The product is: [CH2:2]([NH:4][CH2:12][CH2:13][CH2:14][O:15][C:16]1[CH:21]=[CH:20][C:19]([C:22]2[CH:23]=[CH:24][C:25]([C:28]([O:30][CH2:31][CH3:32])=[O:29])=[CH:26][CH:27]=2)=[CH:18][C:17]=1[C:33]1[CH:42]=[CH:41][C:40]2[C:39]([CH3:44])([CH3:43])[CH2:38][CH2:37][C:36]([CH3:46])([CH3:45])[C:35]=2[CH:34]=1)[CH3:3]. (4) Given the reactants [CH2:1]([O:8][C:9]1[CH:14]=[CH:13][N:12]=[C:11](Cl)[C:10]=1[C:16]([F:19])([F:18])[F:17])[C:2]1[CH:7]=[CH:6][CH:5]=[CH:4][CH:3]=1.O.[NH2:21][NH2:22], predict the reaction product. The product is: [CH2:1]([O:8][C:9]1[CH:14]=[CH:13][N:12]=[C:11]([NH:21][NH2:22])[C:10]=1[C:16]([F:19])([F:18])[F:17])[C:2]1[CH:7]=[CH:6][CH:5]=[CH:4][CH:3]=1. (5) Given the reactants ClC1C=CC=C(C)C=1N.ClC1C(C#N)=C(NC2C(C)=CC=CC=2Cl)N=CN=1.[Cl:28][C:29]1[CH:34]=[CH:33][CH:32]=[C:31]([CH3:35])[C:30]=1[N:36]1[C:46]2[C:47]3[C:39](=[C:40]([C:48](O)=[O:49])[S:41][C:42]=3[N:43]=[CH:44][N:45]=2)[NH:38][C:37]1=[O:51].[N:52]1([CH2:58][C:59]2[CH:64]=[CH:63][C:62]([NH2:65])=[CH:61][CH:60]=2)[CH2:57][CH2:56][O:55][CH2:54][CH2:53]1, predict the reaction product. The product is: [N:52]1([CH2:58][C:59]2[CH:64]=[CH:63][C:62]([NH:65][C:48]([C:40]3[S:41][C:42]4[N:43]=[CH:44][N:45]=[C:46]5[C:47]=4[C:39]=3[NH:38][C:37](=[O:51])[N:36]5[C:30]3[C:31]([CH3:35])=[CH:32][CH:33]=[CH:34][C:29]=3[Cl:28])=[O:49])=[CH:61][CH:60]=2)[CH2:57][CH2:56][O:55][CH2:54][CH2:53]1. (6) Given the reactants [F:1][C:2]1[CH:7]=[CH:6][CH:5]=[C:4]([F:8])[C:3]=1[C:9]1[C:10]2[C:11]3[CH2:22][CH2:21][N:20](C(OC(C)(C)C)=O)[CH2:19][CH2:18][C:12]=3[NH:13][C:14]=2[CH:15]=[CH:16][CH:17]=1.C(Cl)Cl, predict the reaction product. The product is: [F:8][C:4]1[CH:5]=[CH:6][CH:7]=[C:2]([F:1])[C:3]=1[C:9]1[C:10]2[C:11]3[CH2:22][CH2:21][NH:20][CH2:19][CH2:18][C:12]=3[NH:13][C:14]=2[CH:15]=[CH:16][CH:17]=1. (7) Given the reactants [OH-:1].[Na+].[I:3][C:4]1[C:9]([CH2:10][OH:11])=[C:8]([I:12])[C:7]([CH2:13][OH:14])=[C:6]([I:15])[C:5]=1[CH2:16][OH:17].[CH2:18]([CH:20]1[O:22][CH2:21]1)Cl.[OH2:23], predict the reaction product. The product is: [I:3][C:4]1[C:5]([CH2:16][O:17][CH2:18][CH:20]2[CH2:21][O:22]2)=[C:6]([I:15])[C:7]([CH2:13][O:14][CH2:5][CH:4]2[CH2:9][O:1]2)=[C:8]([I:12])[C:9]=1[CH2:10][O:11][CH2:6][CH:7]1[CH2:8][O:23]1. (8) Given the reactants [CH2:1]([O:8][C:9]1[CH:14]=[CH:13][C:12]([NH:15][C:16]2[C:25]3[C:20](=[CH:21][CH:22]=[C:23](I)[CH:24]=3)[N:19]=[CH:18][N:17]=2)=[CH:11][CH:10]=1)[C:2]1[CH:7]=[CH:6][CH:5]=[CH:4][CH:3]=1.C([Sn]([C:40]#[N:41])(CCCC)CCCC)CCC, predict the reaction product. The product is: [CH2:1]([O:8][C:9]1[CH:14]=[CH:13][C:12]([NH:15][C:16]2[C:25]3[C:20](=[CH:21][CH:22]=[C:23]([C:40]#[N:41])[CH:24]=3)[N:19]=[CH:18][N:17]=2)=[CH:11][CH:10]=1)[C:2]1[CH:7]=[CH:6][CH:5]=[CH:4][CH:3]=1. (9) Given the reactants Br[C:2]1[CH:3]=[C:4]2[C:9](=[CH:10][CH:11]=1)[N:8]=[C:7]([CH3:12])[C:6]([C:13](=[O:18])[C:14]([F:17])([F:16])[F:15])=[C:5]2[C:19]1[CH:24]=[CH:23][CH:22]=[CH:21][CH:20]=1.[NH:25]1[CH2:30][CH2:29][O:28][CH2:27][CH2:26]1, predict the reaction product. The product is: [F:15][C:14]([F:17])([F:16])[C:13]([C:6]1[C:7]([CH3:12])=[N:8][C:9]2[C:4]([C:5]=1[C:19]1[CH:24]=[CH:23][CH:22]=[CH:21][CH:20]=1)=[CH:3][C:2]([N:25]1[CH2:30][CH2:29][O:28][CH2:27][CH2:26]1)=[CH:11][CH:10]=2)=[O:18]. (10) Given the reactants [CH3:1][C:2]([CH3:5])([O-:4])[CH3:3].[K+].[I-].C[S+](C)(C)=O.CC1(C)[CH:23]=[C:22]([C:24]([O:26][CH2:27][CH3:28])=[O:25])[C:21]2[C:16](=[CH:17][CH:18]=[C:19]([C:29]([F:32])([F:31])[F:30])[CH:20]=2)O1, predict the reaction product. The product is: [CH3:1][C:2]1([CH3:5])[CH:3]2[CH2:23][C:22]2([C:24]([O:26][CH2:27][CH3:28])=[O:25])[C:21]2[CH:20]=[C:19]([C:29]([F:30])([F:31])[F:32])[CH:18]=[CH:17][C:16]=2[O:4]1.